From a dataset of Full USPTO retrosynthesis dataset with 1.9M reactions from patents (1976-2016). Predict the reactants needed to synthesize the given product. (1) Given the product [Cl:1][C:2]1[CH:3]=[C:4]([N:8]2[CH:12]=[N:11][C:10]([C:13]([N:15]3[CH2:20][CH2:19][N:18]([C:21]([C:23]4[CH:28]=[CH:27][CH:26]=[C:25]([CH:29]5[CH2:33][CH2:32][CH2:31][CH2:30]5)[N:24]=4)=[O:22])[CH2:17][C:16]3([CH3:35])[CH3:34])=[O:14])=[N:9]2)[CH:5]=[CH:6][CH:7]=1, predict the reactants needed to synthesize it. The reactants are: [Cl:1][C:2]1[CH:3]=[C:4]([N:8]2[CH:12]=[N:11][C:10]([C:13]([N:15]3[CH2:20][CH2:19][N:18]([C:21]([C:23]4[CH:28]=[CH:27][CH:26]=[C:25]([C:29]5[CH2:33][CH2:32][CH2:31][CH:30]=5)[N:24]=4)=[O:22])[CH2:17][C:16]3([CH3:35])[CH3:34])=[O:14])=[N:9]2)[CH:5]=[CH:6][CH:7]=1. (2) The reactants are: [CH3:1][C:2]1([CH3:18])[C:6]([CH3:8])([CH3:7])[O:5][B:4]([C:9]2[CH:17]=[CH:16][C:12]([C:13](Cl)=[O:14])=[CH:11][CH:10]=2)[O:3]1.[NH2:19][C:20]1[CH:25]=[C:24]([O:26][CH3:27])[CH:23]=[CH:22][N:21]=1. Given the product [CH3:27][O:26][C:24]1[CH:23]=[CH:22][N:21]=[C:20]([NH:19][C:13](=[O:14])[C:12]2[CH:16]=[CH:17][C:9]([B:4]3[O:3][C:2]([CH3:18])([CH3:1])[C:6]([CH3:8])([CH3:7])[O:5]3)=[CH:10][CH:11]=2)[CH:25]=1, predict the reactants needed to synthesize it. (3) Given the product [CH3:1][C:2]1[CH:6]=[C:5]([C:7]2[CH:12]=[CH:11][C:10]([C:13]([F:16])([F:15])[F:14])=[CH:9][N:8]=2)[S:4][C:3]=1[CH2:17][OH:18], predict the reactants needed to synthesize it. The reactants are: [CH3:1][C:2]1[CH:6]=[C:5]([C:7]2[CH:12]=[CH:11][C:10]([C:13]([F:16])([F:15])[F:14])=[CH:9][N:8]=2)[S:4][C:3]=1[CH:17]=[O:18].[BH4-].[Na+]. (4) Given the product [F:11][C:10]([F:13])([F:12])[C:9]([C:6]1[CH:7]=[CH:8][C:3]([CH2:2][N:33]2[CH2:34][CH2:35][CH:30]([N:29]([C:21]3[CH:22]=[CH:23][C:24]([N+:26]([O-:28])=[O:27])=[CH:25][C:20]=3[F:19])[CH3:36])[CH2:31][CH2:32]2)=[CH:4][CH:5]=1)([OH:18])[C:14]([F:17])([F:16])[F:15], predict the reactants needed to synthesize it. The reactants are: Br[CH2:2][C:3]1[CH:8]=[CH:7][C:6]([C:9]([OH:18])([C:14]([F:17])([F:16])[F:15])[C:10]([F:13])([F:12])[F:11])=[CH:5][CH:4]=1.[F:19][C:20]1[CH:25]=[C:24]([N+:26]([O-:28])=[O:27])[CH:23]=[CH:22][C:21]=1[N:29]([CH3:36])[CH:30]1[CH2:35][CH2:34][NH:33][CH2:32][CH2:31]1.C(=O)([O-])[O-].[K+].[K+].